Predict the reaction yield, written as a fraction of the theoretical maximum amount of product (1.0 means a 100% yield; for example, 0.34 means a 34% yield). From a dataset of Reaction yield outcomes from USPTO patents with 853,638 reactions. (1) The reactants are C(=O)([O-])[O-].[Cs+].[Cs+].O1[CH2:12][CH2:11][O:10][CH2:9][CH2:8]1.O.[CH3:14][CH2:15][CH2:16][CH2:17][CH2:18]CC. The catalyst is C1C=CC([P]([Pd]([P](C2C=CC=CC=2)(C2C=CC=CC=2)C2C=CC=CC=2)([P](C2C=CC=CC=2)(C2C=CC=CC=2)C2C=CC=CC=2)[P](C2C=CC=CC=2)(C2C=CC=CC=2)C2C=CC=CC=2)(C2C=CC=CC=2)C2C=CC=CC=2)=CC=1. The product is [CH3:8][CH:9]1[C:18]2[C:12](=[CH:14][CH:15]=[CH:16][CH:17]=2)[CH2:11][O:10]1. The yield is 0.410. (2) The reactants are [N:1]1([CH2:6][C:7]([C:9]2[CH:10]=[C:11]([C:15]3[CH:19]=[C:18]([CH2:20][CH:21]([CH3:23])[CH3:22])[S:17][C:16]=3[S:24]([NH:27]C(C)(C)C)(=[O:26])=[O:25])[CH:12]=[CH:13][CH:14]=2)=[O:8])[CH:5]=[CH:4][N:3]=[CH:2]1.B(Cl)(Cl)Cl.C([O-])([O-])=O.[Na+].[Na+].Cl[C:43]([O:45][CH2:46][CH2:47][CH2:48][CH3:49])=[O:44]. The catalyst is C(Cl)Cl.O. The product is [CH2:46]([O:45][C:43]([NH:27][S:24]([C:16]1[S:17][C:18]([CH2:20][CH:21]([CH3:22])[CH3:23])=[CH:19][C:15]=1[C:11]1[CH:12]=[CH:13][CH:14]=[C:9]([C:7](=[O:8])[CH2:6][N:1]2[CH:5]=[CH:4][N:3]=[CH:2]2)[CH:10]=1)(=[O:26])=[O:25])=[O:44])[CH2:47][CH2:48][CH3:49]. The yield is 0.320. (3) The reactants are Br[C:2]1[CH:3]=[CH:4][C:5]2[C:14]3[CH2:13][CH2:12][N:11]([C:15]([O:17][C:18]([CH3:21])([CH3:20])[CH3:19])=[O:16])[CH2:10][CH2:9][C:8]=3[N:7]([CH3:22])[C:6]=2[N:23]=1.[F:24][C:25]([F:40])([F:39])[C:26]1[CH:27]=[CH:28][C:29]([C:32]2[CH:37]=[CH:36][NH:35][C:34](=[O:38])[CH:33]=2)=[N:30][CH:31]=1.C([O-])([O-])=O.[Cs+].[Cs+].OC1C=CC=C2C=1N=CC=C2. The catalyst is CS(C)=O.[Cu](I)I. The product is [CH3:22][N:7]1[C:8]2[CH2:9][CH2:10][N:11]([C:15]([O:17][C:18]([CH3:21])([CH3:20])[CH3:19])=[O:16])[CH2:12][CH2:13][C:14]=2[C:5]2[CH:4]=[CH:3][C:2]([N:35]3[CH:36]=[CH:37][C:32]([C:29]4[CH:28]=[CH:27][C:26]([C:25]([F:24])([F:39])[F:40])=[CH:31][N:30]=4)=[CH:33][C:34]3=[O:38])=[N:23][C:6]1=2. The yield is 0.150. (4) The reactants are Cl[C:2]1[N:7]=[C:6]([NH:8][CH2:9][C:10]2[CH:15]=[CH:14][C:13]([F:16])=[CH:12][CH:11]=2)[N:5]=[C:4]([NH:17][CH2:18][C:19]#[CH:20])[N:3]=1.[CH2:21]([NH2:24])[CH2:22][CH3:23]. The catalyst is O1CCOCC1. The product is [F:16][C:13]1[CH:14]=[CH:15][C:10]([CH2:9][NH:8][C:6]2[N:5]=[C:4]([NH:17][CH2:18][CH2:19][CH3:20])[N:3]=[C:2]([NH:24][CH2:21][C:22]#[CH:23])[N:7]=2)=[CH:11][CH:12]=1. The yield is 0.900. (5) The reactants are [CH3:1][N:2]([CH2:13][C:14]1[NH:18][C:17]2[CH:19]=[CH:20][C:21]([C:23]([OH:25])=O)=[CH:22][C:16]=2[N:15]=1)[CH:3]1[C:12]2[N:11]=[CH:10][CH:9]=[CH:8][C:7]=2[CH2:6][CH2:5][CH2:4]1.C[N:27](C(ON1N=NC2C=CC=NC1=2)=[N+](C)C)C.F[P-](F)(F)(F)(F)F.C(N(CC)C(C)C)(C)C.N. The catalyst is CN(C)C=O. The product is [CH3:1][N:2]([CH2:13][C:14]1[NH:18][C:17]2[CH:19]=[CH:20][C:21]([C:23]([NH2:27])=[O:25])=[CH:22][C:16]=2[N:15]=1)[CH:3]1[C:12]2[N:11]=[CH:10][CH:9]=[CH:8][C:7]=2[CH2:6][CH2:5][CH2:4]1. The yield is 0.0200. (6) The reactants are [CH3:1][C@H:2]1[CH2:6][CH2:5][N:4]([C:7]2[CH:12]=[CH:11][C:10]([N+:13]([O-])=O)=[C:9]([C:16]([F:19])([F:18])[F:17])[CH:8]=2)[CH2:3]1. The catalyst is [Pd]. The product is [CH3:1][C@H:2]1[CH2:6][CH2:5][N:4]([C:7]2[CH:12]=[CH:11][C:10]([NH2:13])=[C:9]([C:16]([F:19])([F:17])[F:18])[CH:8]=2)[CH2:3]1. The yield is 0.950. (7) The reactants are C(O)C.[CH2:4]([O:6][C:7](=[O:11])[CH2:8][C:9]#[N:10])[CH3:5].[OH-:12].[Na+].Cl.[NH2:15]O. The catalyst is O. The product is [CH2:4]([O:6][C:7](=[O:11])[CH2:8][C:9](=[NH:15])[NH:10][OH:12])[CH3:5]. The yield is 0.227. (8) The reactants are [O:1]=[C:2]1[C:7]([CH2:8][C:9]2[CH:14]=[CH:13][C:12]([C:15]3[C:16]([C:21]#[N:22])=[CH:17][CH:18]=[CH:19][CH:20]=3)=[CH:11][CH:10]=2)=[C:6]([CH2:23][CH2:24][CH3:25])[N:5]2[N:26]=[CH:27][N:28]=[C:4]2[NH:3]1.[CH3:29][O:30][C:31]1[CH:32]=[C:33](B(O)O)[CH:34]=[CH:35][CH:36]=1.C(N(CC)CC)C.N1C=CC=CC=1. The catalyst is ClCCl.C(OCC)(=O)C.C([O-])(=O)C.[Cu+2].C([O-])(=O)C. The product is [CH3:29][O:30][C:31]1[CH:36]=[C:35]([N:3]2[C:2](=[O:1])[C:7]([CH2:8][C:9]3[CH:10]=[CH:11][C:12]([C:15]4[C:16]([C:21]#[N:22])=[CH:17][CH:18]=[CH:19][CH:20]=4)=[CH:13][CH:14]=3)=[C:6]([CH2:23][CH2:24][CH3:25])[N:5]3[N:26]=[CH:27][N:28]=[C:4]23)[CH:34]=[CH:33][CH:32]=1. The yield is 1.00. (9) The reactants are N#N.Br[C:4]1[C:13]2[N:14]=[C:15]([C:17]3[CH:22]=[CH:21][C:20]([CH3:23])=[C:19]([N+:24]([O-:26])=[O:25])[CH:18]=3)[NH:16][C:12]=2[C:11]2[C:10](=[O:27])[N:9]([CH2:28][CH2:29][CH2:30][N:31]([CH2:39][CH2:40][C:41]3[CH:46]=[CH:45][C:44]([O:47][CH3:48])=[C:43]([O:49][CH3:50])[CH:42]=3)[C:32](=[O:38])[O:33][C:34]([CH3:37])([CH3:36])[CH3:35])[C:8](=[O:51])[C:7]([CH3:53])([CH3:52])[C:6]=2[CH:5]=1.CO[C:56]1[CH:63]=[CH:62][C:59]([CH2:60][NH2:61])=[CH:58][CH:57]=1.C[C:65]([O-:68])(C)C.[Na+]. The catalyst is C1COCC1.C1C=CC(/C=C/C(/C=C/C2C=CC=CC=2)=O)=CC=1.C1C=CC(/C=C/C(/C=C/C2C=CC=CC=2)=O)=CC=1.C1C=CC(/C=C/C(/C=C/C2C=CC=CC=2)=O)=CC=1.[Pd].[Pd].C1C=CC(P(C2C=CC=CC=2)[C-]2C=CC=C2)=CC=1.C1C=CC(P(C2C=CC=CC=2)[C-]2C=CC=C2)=CC=1.[Fe+2]. The product is [CH3:50][O:49][C:43]1[CH:42]=[C:41]([CH2:40][CH2:39][N:31]([CH2:30][CH2:29][CH2:28][N:9]2[C:8](=[O:51])[C:7]([CH3:52])([CH3:53])[C:6]3[CH:5]=[C:4]([NH:61][CH:60]([O:68][CH3:65])[C:59]4[CH:58]=[CH:57][CH:56]=[CH:63][CH:62]=4)[C:13]4[N:14]=[C:15]([C:17]5[CH:22]=[CH:21][C:20]([CH3:23])=[C:19]([N+:24]([O-:26])=[O:25])[CH:18]=5)[NH:16][C:12]=4[C:11]=3[C:10]2=[O:27])[C:32](=[O:38])[O:33][C:34]([CH3:36])([CH3:35])[CH3:37])[CH:46]=[CH:45][C:44]=1[O:47][CH3:48]. The yield is 0.650.